Predict the reaction yield, written as a fraction of the theoretical maximum amount of product (1.0 means a 100% yield; for example, 0.34 means a 34% yield). From a dataset of Reaction yield outcomes from USPTO patents with 853,638 reactions. (1) The reactants are [OH-].[Na+].[NH2:3][C:4]1[C:14]([Br:15])=[CH:13][C:12]([C:16]([F:19])([F:18])[F:17])=[CH:11][C:5]=1[C:6]([O:8]CC)=[O:7]. The catalyst is C(O)C.Cl. The product is [NH2:3][C:4]1[C:14]([Br:15])=[CH:13][C:12]([C:16]([F:19])([F:17])[F:18])=[CH:11][C:5]=1[C:6]([OH:8])=[O:7]. The yield is 0.960. (2) The reactants are Br[C:2]1[CH:3]=[CH:4][C:5]([O:8][CH3:9])=[N:6][CH:7]=1.C([Li])CCC.C[O:16][B:17](OC)[O:18]C. No catalyst specified. The product is [CH3:9][O:8][C:5]1[N:6]=[CH:7][C:2]([B:17]([OH:18])[OH:16])=[CH:3][CH:4]=1. The yield is 0.880.